From a dataset of Catalyst prediction with 721,799 reactions and 888 catalyst types from USPTO. Predict which catalyst facilitates the given reaction. (1) Product: [CH2:1]([O:3][C:4](=[O:19])[CH:5]=[C:6]([O:8][C:9]1[C:18]2[C:13](=[CH:14][CH:15]=[CH:16][CH:17]=2)[CH:12]=[CH:11][CH:10]=1)[CH2:7][Br:20])[CH3:2]. Reactant: [CH2:1]([O:3][C:4](=[O:19])[CH:5]=[C:6]([O:8][C:9]1[C:18]2[C:13](=[CH:14][CH:15]=[CH:16][CH:17]=2)[CH:12]=[CH:11][CH:10]=1)[CH3:7])[CH3:2].[Br:20]N1C(=O)CCC1=O. The catalyst class is: 340. (2) Reactant: O1[C:5]2([CH2:10][CH2:9][CH:8](OS(C)(=O)=O)[CH2:7][CH2:6]2)[O:4]CC1.[NH:16]1[CH:20]=[N:19][CH:18]=[N:17]1.[H-].[Na+]. Product: [N:16]1([CH:8]2[CH2:9][CH2:10][C:5](=[O:4])[CH2:6][CH2:7]2)[CH:20]=[N:19][CH:18]=[N:17]1. The catalyst class is: 3.